Dataset: Reaction yield outcomes from USPTO patents with 853,638 reactions. Task: Predict the reaction yield, written as a fraction of the theoretical maximum amount of product (1.0 means a 100% yield; for example, 0.34 means a 34% yield). (1) The reactants are C([Mg]Cl)(C)C.Br[C:7]1[CH:12]=[CH:11][CH:10]=[CH:9][N:8]=1.[Cl:13][C:14]1[CH:19]=[CH:18][C:17]([C:20]2[N:21]=[C:22]([C:25](N(OC)C)=[O:26])[S:23][CH:24]=2)=[CH:16][CH:15]=1. The catalyst is C1COCC1. The product is [Cl:13][C:14]1[CH:15]=[CH:16][C:17]([C:20]2[N:21]=[C:22]([C:25]([C:7]3[CH:12]=[CH:11][CH:10]=[CH:9][N:8]=3)=[O:26])[S:23][CH:24]=2)=[CH:18][CH:19]=1. The yield is 0.790. (2) No catalyst specified. The yield is 0.980. The product is [N+:1]([C:4]1[CH:5]=[CH:6][C:7]2[O:12][CH2:11][C:10](=[O:13])[N:9]([CH2:62][CH2:63][N:64]3[CH2:69][CH2:68][CH:67]([NH:70][C:71](=[O:77])[O:72][C:73]([CH3:76])([CH3:75])[CH3:74])[CH2:66][CH2:65]3)[C:8]=2[CH:14]=1)([O-:3])=[O:2]. The reactants are [N+:1]([C:4]1[CH:5]=[CH:6][C:7]2[O:12][CH2:11][C:10](=[O:13])[NH:9][C:8]=2[CH:14]=1)([O-:3])=[O:2].[H-].[Na+].FC1C=C2C(C=CC(=O)N2CCN2CCC(NCC3C=CC4OCC(=O)NC=4N=3)CC2)=CC=1.COC1C=C2C(C=CC(=O)N2[CH2:62][CH2:63][N:64]2[CH2:69][CH2:68][CH:67]([NH:70][C:71](=[O:77])[O:72][C:73]([CH3:76])([CH3:75])[CH3:74])[CH2:66][CH2:65]2)=CC=1. (3) The reactants are O.[O:2]=[CH:3][C@@H:4]([C@H:6]([C@@H:8]([C@@H:10]([CH2:12][OH:13])[OH:11])[OH:9])[OH:7])[OH:5].[C:14]([O-:26])(=[O:25])[CH2:15][C:16]([CH2:21][C:22]([O-:24])=[O:23])([C:18]([O-:20])=[O:19])[OH:17].[NH4+:27].[NH4+].[NH4+]. No catalyst specified. The product is [C:14]([O-:26])(=[O:25])[CH2:15][C:16]([CH2:21][C:22]([O-:24])=[O:23])([C:18]([O-:20])=[O:19])[OH:17].[NH4+:27].[NH4+:27].[NH4+:27].[O:2]=[CH:3][C@@H:4]([C@H:6]([C@@H:8]([C@@H:10]([CH2:12][OH:13])[OH:11])[OH:9])[OH:7])[OH:5]. The yield is 0.150. (4) The reactants are [C:1]1([C:7]2[CH:15]=[CH:14][CH:13]=[C:12]3[C:8]=2[CH2:9][C:10](=[O:16])[NH:11]3)[CH:6]=[CH:5][CH:4]=[CH:3][CH:2]=1.[CH2:17]([N:19]([CH2:34][CH3:35])[CH2:20][CH2:21][NH:22][C:23]([C:25]1[C:29]([CH3:30])=[C:28]([CH:31]=O)[NH:27][C:26]=1[CH3:33])=[O:24])[CH3:18].N1CCCCC1. The catalyst is C(O)C. The product is [CH2:34]([N:19]([CH2:17][CH3:18])[CH2:20][CH2:21][NH:22][C:23]([C:25]1[C:29]([CH3:30])=[C:28]([CH:31]=[C:9]2[C:8]3[C:12](=[CH:13][CH:14]=[CH:15][C:7]=3[C:1]3[CH:2]=[CH:3][CH:4]=[CH:5][CH:6]=3)[NH:11][C:10]2=[O:16])[NH:27][C:26]=1[CH3:33])=[O:24])[CH3:35]. The yield is 0.560. (5) The reactants are [F:1][C:2]1[CH:7]=[C:6]([F:8])[CH:5]=[CH:4][C:3]=1[C:9]1[N:10]=[C:11]2[CH2:30][CH2:29][CH2:28][N:12]2[C:13]=1[C:14]1[CH:15]=[CH:16][C:17]2[N:18]([C:20]([C:23]([O:25]CC)=O)=[N:21][N:22]=2)[N:19]=1.[CH2:31]1COCC1.C[Mg]Cl. The catalyst is O.C(Cl)Cl.[Cl-].[NH4+]. The product is [F:1][C:2]1[CH:7]=[C:6]([F:8])[CH:5]=[CH:4][C:3]=1[C:9]1[N:10]=[C:11]2[CH2:30][CH2:29][CH2:28][N:12]2[C:13]=1[C:14]1[CH:15]=[CH:16][C:17]2[N:18]([C:20]([C:23](=[O:25])[CH3:31])=[N:21][N:22]=2)[N:19]=1. The yield is 0.970.